From a dataset of Forward reaction prediction with 1.9M reactions from USPTO patents (1976-2016). Predict the product of the given reaction. (1) Given the reactants [CH3:1][O:2][C:3]1[CH:11]=[CH:10][C:9]([C:12]2[CH:13]=[C:14]3[C:19](=[CH:20][CH:21]=2)[N:18]=[CH:17][N:16]=[C:15]3[C:22]2[CH:27]=[CH:26][CH:25]=[C:24]([C:28]([N:30]3[CH2:35][CH2:34][N:33]([CH3:36])[CH2:32][CH2:31]3)=[O:29])[CH:23]=2)=[CH:8][C:4]=1[C:5]([OH:7])=O.[CH3:37][N:38](C(ON1N=NC2C=CC=CC1=2)=[N+](C)C)[CH3:39].F[P-](F)(F)(F)(F)F.CCN(C(C)C)C(C)C.CNC.C1COCC1, predict the reaction product. The product is: [CH3:1][O:2][C:3]1[CH:11]=[CH:10][C:9]([C:12]2[CH:13]=[C:14]3[C:19](=[CH:20][CH:21]=2)[N:18]=[CH:17][N:16]=[C:15]3[C:22]2[CH:27]=[CH:26][CH:25]=[C:24]([C:28]([N:30]3[CH2:31][CH2:32][N:33]([CH3:36])[CH2:34][CH2:35]3)=[O:29])[CH:23]=2)=[CH:8][C:4]=1[C:5]([N:38]([CH3:39])[CH3:37])=[O:7]. (2) Given the reactants CS(O[CH2:6][CH:7]([NH:12][C:13]([O:15][CH2:16][C:17]1[CH:22]=[CH:21][CH:20]=[CH:19][CH:18]=1)=[O:14])[C:8]([F:11])([F:10])[F:9])(=O)=O.[N-:23]=[N+:24]=[N-:25].[Na+], predict the reaction product. The product is: [N:23]([CH2:6][CH:7]([NH:12][C:13](=[O:14])[O:15][CH2:16][C:17]1[CH:22]=[CH:21][CH:20]=[CH:19][CH:18]=1)[C:8]([F:11])([F:10])[F:9])=[N+:24]=[N-:25]. (3) Given the reactants [CH:1]1[C:10]2[N:9]3[CH2:11][CH2:12][CH2:13][CH2:14][CH2:15][CH:8]3[CH2:7][NH:6][C:5]=2[CH:4]=[CH:3][CH:2]=1.[H-].[Na+].Cl[CH2:19][C:20]([NH2:22])=[O:21].C(N(C(C)C)C(C)C)C.BrCC(N)=O.C(=O)(O)[O-].[Na+], predict the reaction product. The product is: [CH:1]1[C:10]2[N:9]3[CH2:11][CH2:12][CH2:13][CH2:14][CH2:15][CH:8]3[CH2:7][N:6]([CH2:19][C:20]([NH2:22])=[O:21])[C:5]=2[CH:4]=[CH:3][CH:2]=1. (4) Given the reactants [CH3:1][CH2:2][CH2:3][CH2:4][N:5]1[C@H:10]([C:11]([NH:13][C:14]2[C:15]([CH3:21])=[CH:16][CH:17]=[CH:18][C:19]=2[CH3:20])=[O:12])[CH2:9][CH2:8][CH2:7][CH2:6]1.Cl.C(=O)([O-])[O-], predict the reaction product. The product is: [CH3:1][CH2:2][CH2:3][CH2:4][N:5]1[C@H:10]([C:11]([NH:13][C:14]2[C:15]([CH3:21])=[CH:16][CH:17]=[CH:18][C:19]=2[CH3:20])=[O:12])[CH2:9][CH2:8][CH2:7][CH2:6]1. (5) Given the reactants [Cl:1][C:2]1[CH:3]=[C:4]([NH:9][C:10]2[C:19]3[C:14](=[CH:15][C:16]([O:32][CH2:33][CH2:34][O:35][CH3:36])=[C:17]([NH:20][C:21](=[O:31])[CH2:22]P(OCC)(OCC)=O)[CH:18]=3)[N:13]=[CH:12][N:11]=2)[CH:5]=[CH:6][C:7]=1[F:8].C[Si]([N-][Si](C)(C)C)(C)C.[Li+].C1(C)C=CC=CC=1.[CH3:54][N:55]1[CH2:59][CH2:58][CH2:57][C@@H:56]1[CH:60]=O, predict the reaction product. The product is: [Cl:1][C:2]1[CH:3]=[C:4]([NH:9][C:10]2[C:19]3[C:14](=[CH:15][C:16]([O:32][CH2:33][CH2:34][O:35][CH3:36])=[C:17]([NH:20][C:21](=[O:31])/[CH:22]=[CH:60]/[C@H:56]4[CH2:57][CH2:58][CH2:59][N:55]4[CH3:54])[CH:18]=3)[N:13]=[CH:12][N:11]=2)[CH:5]=[CH:6][C:7]=1[F:8]. (6) Given the reactants [C:1](=[NH:24])([O:3][CH2:4][CH2:5][C:6]1[CH:11]=[CH:10][C:9]([O:12][C:13]2[CH:18]=[CH:17][C:16]([Cl:19])=[C:15]([C:20]([F:23])([F:22])[F:21])[N:14]=2)=[CH:8][CH:7]=1)[NH2:2].FC(F)(F)C([O-])=O.[CH:32]([CH:34]([CH2:39][C:40]1[CH:41]=[N:42][C:43]([O:46][CH3:47])=[N:44][CH:45]=1)[C:35](OC)=O)=[O:33].C([O-])([O-])=O.[K+].[K+], predict the reaction product. The product is: [Cl:19][C:16]1[CH:17]=[CH:18][C:13]([O:12][C:9]2[CH:8]=[CH:7][C:6]([CH2:5][CH2:4][O:3][C:1]3[NH:2][CH:35]=[C:34]([CH2:39][C:40]4[CH:41]=[N:42][C:43]([O:46][CH3:47])=[N:44][CH:45]=4)[C:32](=[O:33])[N:24]=3)=[CH:11][CH:10]=2)=[N:14][C:15]=1[C:20]([F:22])([F:23])[F:21]. (7) Given the reactants [CH2:1]([O:3][C:4](=[O:19])[C:5]1[CH:10]=[CH:9][C:8](NCCOC)=[C:7]([N+:16]([O-])=O)[CH:6]=1)[CH3:2], predict the reaction product. The product is: [CH2:1]([O:3][C:4](=[O:19])[C:5]1[CH:10]=[CH:9][C:8]([CH2:2][CH2:1][O:3][CH3:4])=[C:7]([NH2:16])[CH:6]=1)[CH3:2].